This data is from Forward reaction prediction with 1.9M reactions from USPTO patents (1976-2016). The task is: Predict the product of the given reaction. (1) Given the reactants Br[C:2]1[CH:7]=[C:6]([F:8])[C:5]([OH:9])=[C:4]([F:10])[CH:3]=1.[CH2:11](N(CC)CC)C.[C:18]([O:22][CH2:23][CH3:24])(=[O:21])[CH:19]=[CH2:20].CC1C(P(C2C(C)=CC=CC=2)C2C(C)=CC=CC=2)=CC=CC=1, predict the reaction product. The product is: [F:10][C:4]1[CH:3]=[C:2]([CH:20]2[CH2:11][CH:19]2[C:18]([O:22][CH2:23][CH3:24])=[O:21])[CH:7]=[C:6]([F:8])[C:5]=1[OH:9]. (2) Given the reactants CO[C:3](=[O:30])[CH2:4][CH2:5][C:6]1[CH:10]=[C:9]([C:11]2[CH:12]=[N:13][CH:14]=[C:15]([O:17][CH2:18][C@@H:19]3[CH2:22][CH2:21][N:20]3[C:23]([O:25][C:26]([CH3:29])([CH3:28])[CH3:27])=[O:24])[CH:16]=2)[O:8][N:7]=1.[NH:31]1[CH2:35][CH2:34][CH2:33][CH2:32]1, predict the reaction product. The product is: [C:26]([O:25][C:23]([N:20]1[CH2:21][CH2:22][C@H:19]1[CH2:18][O:17][C:15]1[CH:16]=[C:11]([C:9]2[O:8][N:7]=[C:6]([CH2:5][CH2:4][C:3]([N:31]3[CH2:35][CH2:34][CH2:33][CH2:32]3)=[O:30])[CH:10]=2)[CH:12]=[N:13][CH:14]=1)=[O:24])([CH3:27])([CH3:29])[CH3:28]. (3) Given the reactants [N:1]1([CH2:6][CH2:7][O:8][C:9]2[CH:14]=[CH:13][C:12]([NH2:15])=[CH:11][CH:10]=2)[CH2:5][CH2:4][CH2:3][CH2:2]1.[Cl:16][C:17]1[CH:22]=[CH:21][C:20]([C:23]2[CH:24]=[C:25]([C:28](O)=[O:29])[NH:26][CH:27]=2)=[CH:19][CH:18]=1, predict the reaction product. The product is: [Cl:16][C:17]1[CH:22]=[CH:21][C:20]([C:23]2[CH:24]=[C:25]([C:28]([NH:15][C:12]3[CH:11]=[CH:10][C:9]([O:8][CH2:7][CH2:6][N:1]4[CH2:5][CH2:4][CH2:3][CH2:2]4)=[CH:14][CH:13]=3)=[O:29])[NH:26][CH:27]=2)=[CH:19][CH:18]=1. (4) Given the reactants [CH3:1][C:2]1[C:7]([CH3:8])=[CH:6][CH:5]=[C:4]([CH3:9])[C:3]=1[OH:10].[Br:11]Br.S([O-])([O-])=O.[Na+].[Na+], predict the reaction product. The product is: [Br:11][C:6]1[CH:5]=[C:4]([CH3:9])[C:3]([OH:10])=[C:2]([CH3:1])[C:7]=1[CH3:8]. (5) The product is: [CH3:1][C:2]1[C:3]([C:20]2[C:21]([CH3:38])=[CH:22][C:23]3[C:30]([CH:31]([CH3:33])[CH3:32])=[C:29]([OH:34])[C:28]([OH:35])=[C:27]([CH:36]=[O:37])[C:24]=3[C:25]=2[OH:26])=[C:4]([OH:19])[C:5]2=[C:11]([CH:12]=[O:13])[C:10]([OH:14])=[C:9]([OH:15])[C:8]([CH:16]([CH3:17])[CH3:18])=[C:6]2[CH:7]=1. Given the reactants [CH3:1][C:2]1[CH:7]=[C:6]2[C:8]([CH:16]([CH3:18])[CH3:17])=[C:9]([OH:15])[C:10]([OH:14])=[C:11]([CH:12]=[O:13])[C:5]2=[C:4]([OH:19])[C:3]=1[C:20]1[C:25]([OH:26])=[C:24]2[C:27]([CH:36]=[O:37])=[C:28]([OH:35])[C:29]([OH:34])=[C:30]([CH:31]([CH3:33])[CH3:32])[C:23]2=[CH:22][C:21]=1[CH3:38].CC(O)=O.CC1C(C2C(C)=CC3C(C(C)C)=C(OC(C)=O)C(OC(C)=O)=C(C=O)C=3C=2OC(C)=O)=C(OC(C)=O)C2=C(C=O)C(OC(C)=O)=C(OC(C)=O)C(C(C)C)=C2C=1, predict the reaction product.